This data is from Peptide-MHC class I binding affinity with 185,985 pairs from IEDB/IMGT. The task is: Regression. Given a peptide amino acid sequence and an MHC pseudo amino acid sequence, predict their binding affinity value. This is MHC class I binding data. (1) The peptide sequence is MAFILGIIIT. The MHC is HLA-A02:02 with pseudo-sequence HLA-A02:02. The binding affinity (normalized) is 0.219. (2) The peptide sequence is KCRVKMEKL. The MHC is HLA-A11:01 with pseudo-sequence HLA-A11:01. The binding affinity (normalized) is 0.0847. (3) The peptide sequence is YALFYKLDV. The MHC is H-2-Db with pseudo-sequence H-2-Db. The binding affinity (normalized) is 0.330. (4) The peptide sequence is QALSPRTLNAW. The MHC is HLA-B08:01 with pseudo-sequence HLA-B08:01. The binding affinity (normalized) is 0. (5) The peptide sequence is YTAVVILVY. The MHC is HLA-A29:02 with pseudo-sequence HLA-A29:02. The binding affinity (normalized) is 0.788. (6) The peptide sequence is SLFNTIATL. The MHC is HLA-A02:06 with pseudo-sequence HLA-A02:06. The binding affinity (normalized) is 0.187.